This data is from Full USPTO retrosynthesis dataset with 1.9M reactions from patents (1976-2016). The task is: Predict the reactants needed to synthesize the given product. (1) Given the product [C:1]([O:5][C:6]([N:8]1[CH2:13][CH2:12][CH2:11][CH:10]([C:14]2[N:17]=[C:23]([CH:18]3[CH2:22][CH2:21][CH2:20][CH2:19]3)[O:16][N:15]=2)[CH2:9]1)=[O:7])([CH3:4])([CH3:2])[CH3:3], predict the reactants needed to synthesize it. The reactants are: [C:1]([O:5][C:6]([N:8]1[CH2:13][CH2:12][CH2:11][CH:10]([C:14](=[NH:17])[NH:15][OH:16])[CH2:9]1)=[O:7])([CH3:4])([CH3:3])[CH3:2].[CH:18]1([C:23](O)=O)[CH2:22][CH2:21][CH2:20][CH2:19]1. (2) Given the product [Br:13][C:5]1([C:10]([OH:12])=[O:11])[CH2:9][CH2:8][CH2:7][CH2:6]1, predict the reactants needed to synthesize it. The reactants are: P(Cl)(Cl)Cl.[CH:5]1([C:10]([OH:12])=[O:11])[CH2:9][CH2:8][CH2:7][CH2:6]1.[Br:13]Br. (3) Given the product [CH:1]1([C:4]2[N:8]([CH2:9][CH3:10])[N:7]=[C:6]([NH:11][C:12]([N:14]3[C:22]4[C:17](=[CH:18][C:19]([O:23][C:24]5[CH:29]=[CH:28][N:27]=[C:26]([CH2:30][NH:31][CH3:32])[N:25]=5)=[CH:20][CH:21]=4)[CH:16]=[CH:15]3)=[O:13])[CH:5]=2)[CH2:3][CH2:2]1, predict the reactants needed to synthesize it. The reactants are: [CH:1]1([C:4]2[N:8]([CH2:9][CH3:10])[N:7]=[C:6]([NH:11][C:12]([N:14]3[C:22]4[C:17](=[CH:18][C:19]([O:23][C:24]5[CH:29]=[CH:28][N:27]=[C:26]([CH2:30][N:31](C)[C:32](=O)OC(C)(C)C)[N:25]=5)=[CH:20][CH:21]=4)[CH:16]=[CH:15]3)=[O:13])[CH:5]=2)[CH2:3][CH2:2]1.C(O)(C(F)(F)F)=O. (4) Given the product [C:46]1([O:52][C:21]2[CH:22]=[CH:23][CH:24]=[CH:25][CH:26]=2)[CH:51]=[CH:50][CH:49]=[CH:48][CH:47]=1, predict the reactants needed to synthesize it. The reactants are: Cl([O-])=O.[Na+].[Br-].[Br-].[Br-].[C:21]1([PH+]([C:21]2[CH:26]=[CH:25][CH:24]=[CH:23][CH:22]=2)[C:21]2[CH:26]=[CH:25][CH:24]=[CH:23][CH:22]=2)[CH:26]=[CH:25][CH:24]=[CH:23][CH:22]=1.[C:21]1([PH+]([C:21]2[CH:26]=[CH:25][CH:24]=[CH:23][CH:22]=2)[C:21]2[CH:26]=[CH:25][CH:24]=[CH:23][CH:22]=2)[CH:26]=[CH:25][CH:24]=[CH:23][CH:22]=1.[C:46]1([OH:52])[CH:51]=[CH:50][CH:49]=[CH:48][CH:47]=1. (5) Given the product [C:11]([O:10][C:9](=[O:15])[NH:8][CH2:7][CH:4]1[CH2:5][CH2:6][N:1]([CH2:30][C:18]([C:19]([O:21][CH2:22][C:23]2[CH:28]=[CH:27][CH:26]=[CH:25][CH:24]=2)=[O:20])([CH3:17])[CH3:29])[CH2:2][CH2:3]1)([CH3:12])([CH3:14])[CH3:13], predict the reactants needed to synthesize it. The reactants are: [NH:1]1[CH2:6][CH2:5][CH:4]([CH2:7][NH:8][C:9](=[O:15])[O:10][C:11]([CH3:14])([CH3:13])[CH3:12])[CH2:3][CH2:2]1.Cl[CH2:17][C:18]([CH3:30])([CH3:29])[C:19]([O:21][CH2:22][C:23]1[CH:28]=[CH:27][CH:26]=[CH:25][CH:24]=1)=[O:20].ClCC(C)(C)C(Cl)=O.C(O)C1C=CC=CC=1.C(N(C(C)C)C(C)C)C.[I-].[Na+]. (6) Given the product [CH3:13][O:14][C:15]1[N:20]=[C:19]2[N:21]=[C:22]([S:24][CH2:10][C:5]3[C:4]([CH3:12])=[C:3]([Cl:2])[C:8]([CH3:9])=[CH:7][N:6]=3)[NH:23][C:18]2=[CH:17][CH:16]=1, predict the reactants needed to synthesize it. The reactants are: [Cl-].[Cl:2][C:3]1[C:8]([CH3:9])=[CH:7][NH+:6]=[C:5]([CH2:10]Cl)[C:4]=1[CH3:12].[CH3:13][O:14][C:15]1[N:20]=[C:19]2[N:21]=[C:22]([SH:24])[NH:23][C:18]2=[CH:17][CH:16]=1. (7) The reactants are: [C:1]([C:4]1[C:5]([F:23])=[C:6]([NH:11][S:12]([C:15]2[CH:20]=[C:19]([F:21])[CH:18]=[CH:17][C:16]=2[F:22])(=[O:14])=[O:13])[CH:7]=[CH:8][C:9]=1[F:10])(=[O:3])[CH3:2].CCN(C(C)C)C(C)C.[CH3:33][O:34][CH2:35][CH2:36][O:37][CH2:38]Cl. Given the product [C:1]([C:4]1[C:5]([F:23])=[C:6]([N:11]([CH2:33][O:34][CH2:35][CH2:36][O:37][CH3:38])[S:12]([C:15]2[CH:20]=[C:19]([F:21])[CH:18]=[CH:17][C:16]=2[F:22])(=[O:14])=[O:13])[CH:7]=[CH:8][C:9]=1[F:10])(=[O:3])[CH3:2], predict the reactants needed to synthesize it. (8) Given the product [NH2:24][C:17]1[C:16]([CH3:32])=[C:15]([C:13]([C:12]2[CH:33]=[CH:34][C:35]([N+:36]([O-:38])=[O:37])=[C:10]([O:9][CH3:8])[CH:11]=2)=[O:14])[N:23]2[C:18]=1[CH:19]=[CH:20][CH:21]=[CH:22]2, predict the reactants needed to synthesize it. The reactants are: FC(F)(F)C(O)=O.[CH3:8][O:9][C:10]1[CH:11]=[C:12]([CH:33]=[CH:34][C:35]=1[N+:36]([O-:38])=[O:37])[C:13]([C:15]1[N:23]2[C:18]([CH:19]=[CH:20][CH:21]=[CH:22]2)=[C:17]([NH:24]C(=O)OC(C)(C)C)[C:16]=1[CH3:32])=[O:14].C(=O)([O-])[O-].[K+].[K+].